From a dataset of Catalyst prediction with 721,799 reactions and 888 catalyst types from USPTO. Predict which catalyst facilitates the given reaction. (1) Reactant: [NH2:1][C:2]1[CH:3]=[C:4]([S:9]([NH2:12])(=[O:11])=[O:10])[CH:5]=[CH:6][C:7]=1[OH:8].[C:13](Cl)(Cl)=[S:14]. Product: [SH:14][C:13]1[O:8][C:7]2[CH:6]=[CH:5][C:4]([S:9]([NH2:12])(=[O:10])=[O:11])=[CH:3][C:2]=2[N:1]=1. The catalyst class is: 1. (2) Reactant: [CH3:1][O:2][C:3](=[O:11])[CH2:4][CH:5]([CH3:10])[CH2:6][C:7]([O-])=[O:8]. The catalyst class is: 1. Product: [CH3:1][O:2][C:3](=[O:11])[CH2:4][CH:5]([CH3:10])[CH2:6][CH2:7][OH:8].